Dataset: Catalyst prediction with 721,799 reactions and 888 catalyst types from USPTO. Task: Predict which catalyst facilitates the given reaction. (1) The catalyst class is: 42. Product: [C:19]([C:15]1[CH:14]=[C:13]([CH:18]=[CH:17][CH:16]=1)[CH2:12][CH:2]([NH:1][C:34]([C:23]1[CH:24]=[CH:25][CH:26]=[C:27]2[CH2:33][CH2:32][CH2:31][CH:30]=[CH:29][C:28]=12)=[O:35])[CH:3]([C:5]1[CH:10]=[CH:9][CH:8]=[C:7]([Cl:11])[CH:6]=1)[OH:4])([CH3:22])([CH3:21])[CH3:20]. Reactant: [NH2:1][CH:2]([CH2:12][C:13]1[CH:18]=[CH:17][CH:16]=[C:15]([C:19]([CH3:22])([CH3:21])[CH3:20])[CH:14]=1)[CH:3]([C:5]1[CH:10]=[CH:9][CH:8]=[C:7]([Cl:11])[CH:6]=1)[OH:4].[C:23]1([C:34](O)=[O:35])[CH:24]=[CH:25][CH:26]=[C:27]2[CH2:33][CH2:32][CH2:31][CH:30]=[CH:29][C:28]=12.O.ON1C2C=CC=CC=2N=N1.Cl.C(N=C=NCCCN(C)C)C. (2) Reactant: [CH3:1][O:2][C:3]1[CH:8]=[CH:7][C:6]([C:9]2[S:13][C:12]([C:14]([OH:16])=O)=[C:11]([NH:17][C:18]([NH:20][C:21]3[C:26]([CH3:27])=[CH:25][C:24]([CH3:28])=[CH:23][C:22]=3[CH3:29])=[O:19])[CH:10]=2)=[CH:5][CH:4]=1.CN(C(ON1N=NC2C=CC=NC1=2)=[N+](C)C)C.F[P-](F)(F)(F)(F)F.CCN(C(C)C)C(C)C.Cl.[NH2:64][C@H:65]([C:70]([O:72][CH3:73])=[O:71])[CH2:66][CH2:67][CH2:68][CH3:69]. Product: [CH3:1][O:2][C:3]1[CH:4]=[CH:5][C:6]([C:9]2[S:13][C:12]([C:14]([NH:64][C@H:65]([C:70]([O:72][CH3:73])=[O:71])[CH2:66][CH2:67][CH2:68][CH3:69])=[O:16])=[C:11]([NH:17][C:18]([NH:20][C:21]3[C:22]([CH3:29])=[CH:23][C:24]([CH3:28])=[CH:25][C:26]=3[CH3:27])=[O:19])[CH:10]=2)=[CH:7][CH:8]=1. The catalyst class is: 3. (3) Reactant: CC(C)([O-])C.[K+].C(S)CC.[CH:11]1([CH2:17][C@@H:18]([NH2:34])[CH2:19][N:20]2[CH2:25][CH2:24][N:23]([C:26]3[CH:31]=[CH:30][CH:29]=[CH:28][C:27]=3[O:32]C)[CH2:22][CH2:21]2)[CH2:16][CH2:15][CH2:14][CH2:13][CH2:12]1. Product: [CH:11]1([CH2:17][C@@H:18]([NH2:34])[CH2:19][N:20]2[CH2:25][CH2:24][N:23]([C:26]3[CH:31]=[CH:30][CH:29]=[CH:28][C:27]=3[OH:32])[CH2:22][CH2:21]2)[CH2:16][CH2:15][CH2:14][CH2:13][CH2:12]1. The catalyst class is: 3. (4) Reactant: [CH3:1][C:2]1([CH3:22])[CH2:7][C:6]([CH3:9])([CH3:8])[CH2:5][CH:4]([C:10]2[CH:15]=[CH:14][CH:13]=[CH:12][C:11]=2[N:16]2[CH2:21][CH2:20][NH:19][CH2:18][CH2:17]2)[CH2:3]1.[CH:23]([C:25]([CH3:27])=[O:26])=[CH2:24].C(Cl)(Cl)Cl. Product: [CH3:9][C:6]1([CH3:8])[CH2:7][C:2]([CH3:22])([CH3:1])[CH2:3][CH:4]([C:10]2[CH:15]=[CH:14][CH:13]=[CH:12][C:11]=2[N:16]2[CH2:17][CH2:18][N:19]([CH2:24][CH2:23][C:25](=[O:26])[CH3:27])[CH2:20][CH2:21]2)[CH2:5]1. The catalyst class is: 13. (5) Product: [Br:30][C:3]1[CH:2]([CH2:14][NH:15][C:16](=[O:22])[O:17][C:18]([CH3:19])([CH3:21])[CH3:20])[O:1][B:6]2[C:5]3[C:4]=1[CH:13]=[CH:12][O:11][CH2:10][C:9]=3[CH2:8][O:7]2. Reactant: [O:1]1[B:6]2[O:7][CH2:8][C:9]3[CH2:10][O:11][CH:12]=[CH:13][C:4]([C:5]=32)=[CH:3][CH:2]1[CH2:14][NH:15][C:16](=[O:22])[O:17][C:18]([CH3:21])([CH3:20])[CH3:19].C1C(=O)N([Br:30])C(=O)C1.CC(N=NC(C#N)(C)C)(C#N)C. The catalyst class is: 10. (6) Reactant: Cl([O-])(=O)(=O)=O.[CH2:6]([N+:10]1[C:18]2[C:13]3[C:14](=[CH:19][CH:20]=[CH:21][C:12]=3[C:11]=1[CH:22]=[CH:23][C:24]1[CH2:28][CH2:27][C:26](=[CH:29][CH:30]=[C:31]3[C:39]4[CH:40]=[CH:41][CH:42]=[C:37]5[C:38]=4[C:33](=[CH:34][CH:35]=[CH:36]5)[N:32]3[CH2:43][CH2:44][CH2:45][CH3:46])[C:25]=1[N:47]([C:54]1[CH:59]=[CH:58][CH:57]=[CH:56][CH:55]=1)[C:48]1[CH:53]=[CH:52][CH:51]=[CH:50][CH:49]=1)[CH:15]=[CH:16][CH:17]=2)[CH2:7][CH2:8][CH3:9].[F:60][C:61]([F:78])([S:74]([O-:77])(=[O:76])=[O:75])[CH:62]([O:67][C:68](=[O:73])[C:69]([CH3:72])([CH3:71])[CH3:70])[C:63]([F:66])([F:65])[F:64].[Na+].O. Product: [F:78][C:61]([F:60])([S:74]([O-:77])(=[O:75])=[O:76])[CH:62]([O:67][C:68](=[O:73])[C:69]([CH3:71])([CH3:72])[CH3:70])[C:63]([F:64])([F:66])[F:65].[CH2:6]([N+:10]1[C:18]2[C:13]3[C:14](=[CH:19][CH:20]=[CH:21][C:12]=3[C:11]=1[CH:22]=[CH:23][C:24]1[CH2:28][CH2:27][C:26](=[CH:29][CH:30]=[C:31]3[C:39]4[CH:40]=[CH:41][CH:42]=[C:37]5[C:38]=4[C:33](=[CH:34][CH:35]=[CH:36]5)[N:32]3[CH2:43][CH2:44][CH2:45][CH3:46])[C:25]=1[N:47]([C:54]1[CH:55]=[CH:56][CH:57]=[CH:58][CH:59]=1)[C:48]1[CH:53]=[CH:52][CH:51]=[CH:50][CH:49]=1)[CH:15]=[CH:16][CH:17]=2)[CH2:7][CH2:8][CH3:9]. The catalyst class is: 824.